Dataset: Peptide-MHC class II binding affinity with 134,281 pairs from IEDB. Task: Regression. Given a peptide amino acid sequence and an MHC pseudo amino acid sequence, predict their binding affinity value. This is MHC class II binding data. (1) The peptide sequence is APQLPDDLMIRVIAQ. The MHC is DRB1_0301 with pseudo-sequence DRB1_0301. The binding affinity (normalized) is 0.300. (2) The peptide sequence is KLEHPVTGCGERTEGRCL. The MHC is DRB5_0101 with pseudo-sequence DRB5_0101. The binding affinity (normalized) is 0. (3) The binding affinity (normalized) is 0.443. The MHC is DRB4_0101 with pseudo-sequence DRB4_0103. The peptide sequence is ADKVAYALAQGLKVI. (4) The peptide sequence is ALREKVLGLPAIKAW. The MHC is DRB1_0101 with pseudo-sequence DRB1_0101. The binding affinity (normalized) is 0.693.